Dataset: Forward reaction prediction with 1.9M reactions from USPTO patents (1976-2016). Task: Predict the product of the given reaction. The product is: [F:25][C:26]1[CH:31]=[CH:30][C:29]([C:2]2[N:7]=[C:6]([N:8]([CH3:24])[C:9]3[CH:14]=[CH:13][N:12]=[C:11]([NH:15][CH2:16][CH2:17][C:18]4[CH:19]=[N:20][CH:21]=[CH:22][CH:23]=4)[N:10]=3)[CH:5]=[CH:4][N:3]=2)=[CH:28][CH:27]=1. Given the reactants Cl[C:2]1[N:7]=[C:6]([N:8]([CH3:24])[C:9]2[CH:14]=[CH:13][N:12]=[C:11]([NH:15][CH2:16][CH2:17][C:18]3[CH:19]=[N:20][CH:21]=[CH:22][CH:23]=3)[N:10]=2)[CH:5]=[CH:4][N:3]=1.[F:25][C:26]1[CH:31]=[CH:30][C:29](B(O)O)=[CH:28][CH:27]=1.C(=O)([O-])[O-].[Na+].[Na+].CCO, predict the reaction product.